Dataset: Peptide-MHC class II binding affinity with 134,281 pairs from IEDB. Task: Regression. Given a peptide amino acid sequence and an MHC pseudo amino acid sequence, predict their binding affinity value. This is MHC class II binding data. (1) The peptide sequence is PFNASDSVGQQIKVI. The binding affinity (normalized) is 0.114. The MHC is DRB1_1101 with pseudo-sequence DRB1_1101. (2) The peptide sequence is PSVIPAARLFKAFIL. The MHC is HLA-DQA10102-DQB10602 with pseudo-sequence HLA-DQA10102-DQB10602. The binding affinity (normalized) is 0.511. (3) The peptide sequence is IIVGRGDSRLTYQWH. The MHC is DRB1_0801 with pseudo-sequence DRB1_0801. The binding affinity (normalized) is 0.155. (4) The peptide sequence is YRKILRQRKIDRLID. The MHC is HLA-DQA10501-DQB10201 with pseudo-sequence HLA-DQA10501-DQB10201. The binding affinity (normalized) is 0. (5) The MHC is DRB1_0101 with pseudo-sequence DRB1_0101. The binding affinity (normalized) is 0.751. The peptide sequence is QCPIGELTKAVATRT. (6) The peptide sequence is SWIQSIPFVHLGHRD. The MHC is DRB1_1001 with pseudo-sequence DRB1_1001. The binding affinity (normalized) is 0.695. (7) The peptide sequence is QGVTVDSIGMLP. The MHC is DRB1_1501 with pseudo-sequence DRB1_1501. The binding affinity (normalized) is 0. (8) The peptide sequence is EVLKGPFTVRYTTEG. The MHC is HLA-DQA10102-DQB10502 with pseudo-sequence HLA-DQA10102-DQB10502. The binding affinity (normalized) is 0. (9) The peptide sequence is RVPEDLLAMVVAVEQ. The MHC is DRB5_0101 with pseudo-sequence DRB5_0101. The binding affinity (normalized) is 0.534. (10) The peptide sequence is RMATPLLMRPM. The binding affinity (normalized) is 0. The MHC is H-2-IAb with pseudo-sequence H-2-IAb.